Dataset: NCI-60 drug combinations with 297,098 pairs across 59 cell lines. Task: Regression. Given two drug SMILES strings and cell line genomic features, predict the synergy score measuring deviation from expected non-interaction effect. (1) Drug 1: COC1=C2C(=CC3=C1OC=C3)C=CC(=O)O2. Drug 2: C1C(C(OC1N2C=NC3=C2NC=NCC3O)CO)O. Cell line: HCT-15. Synergy scores: CSS=-0.816, Synergy_ZIP=-1.67, Synergy_Bliss=-7.69, Synergy_Loewe=-11.1, Synergy_HSA=-7.46. (2) Drug 1: CC(C)NC(=O)C1=CC=C(C=C1)CNNC.Cl. Drug 2: C1C(C(OC1N2C=NC3=C2NC=NCC3O)CO)O. Cell line: SK-MEL-28. Synergy scores: CSS=1.96, Synergy_ZIP=-0.848, Synergy_Bliss=-3.02, Synergy_Loewe=-0.425, Synergy_HSA=-3.78. (3) Drug 1: CC1=C2C(C(=O)C3(C(CC4C(C3C(C(C2(C)C)(CC1OC(=O)C(C(C5=CC=CC=C5)NC(=O)OC(C)(C)C)O)O)OC(=O)C6=CC=CC=C6)(CO4)OC(=O)C)OC)C)OC. Drug 2: CC1=CC2C(CCC3(C2CCC3(C(=O)C)OC(=O)C)C)C4(C1=CC(=O)CC4)C. Cell line: OVCAR-8. Synergy scores: CSS=72.0, Synergy_ZIP=11.7, Synergy_Bliss=11.0, Synergy_Loewe=-16.7, Synergy_HSA=10.5. (4) Drug 1: C1C(C(OC1N2C=NC3=C(N=C(N=C32)Cl)N)CO)O. Drug 2: CNC(=O)C1=NC=CC(=C1)OC2=CC=C(C=C2)NC(=O)NC3=CC(=C(C=C3)Cl)C(F)(F)F. Cell line: SK-MEL-2. Synergy scores: CSS=25.2, Synergy_ZIP=-6.15, Synergy_Bliss=-14.7, Synergy_Loewe=-58.5, Synergy_HSA=-13.8. (5) Drug 1: C1CCC(C1)C(CC#N)N2C=C(C=N2)C3=C4C=CNC4=NC=N3. Drug 2: CS(=O)(=O)CCNCC1=CC=C(O1)C2=CC3=C(C=C2)N=CN=C3NC4=CC(=C(C=C4)OCC5=CC(=CC=C5)F)Cl. Cell line: NCI-H522. Synergy scores: CSS=11.1, Synergy_ZIP=-9.41, Synergy_Bliss=-1.89, Synergy_Loewe=-10.9, Synergy_HSA=-2.51. (6) Drug 1: CS(=O)(=O)C1=CC(=C(C=C1)C(=O)NC2=CC(=C(C=C2)Cl)C3=CC=CC=N3)Cl. Drug 2: C(CCl)NC(=O)N(CCCl)N=O. Cell line: HCT116. Synergy scores: CSS=5.82, Synergy_ZIP=-1.49, Synergy_Bliss=-0.386, Synergy_Loewe=-2.03, Synergy_HSA=-1.82. (7) Drug 1: CC1OCC2C(O1)C(C(C(O2)OC3C4COC(=O)C4C(C5=CC6=C(C=C35)OCO6)C7=CC(=C(C(=C7)OC)O)OC)O)O. Drug 2: C1CN(P(=O)(OC1)NCCCl)CCCl. Cell line: SNB-19. Synergy scores: CSS=27.3, Synergy_ZIP=1.63, Synergy_Bliss=2.70, Synergy_Loewe=-29.7, Synergy_HSA=2.51.